From a dataset of Full USPTO retrosynthesis dataset with 1.9M reactions from patents (1976-2016). Predict the reactants needed to synthesize the given product. (1) The reactants are: Br[C:2]1[C:10]2[O:9][CH:8]=[CH:7][C:6]=2[CH:5]=[C:4]([CH3:11])[CH:3]=1.[C:12](=[NH:25])([C:19]1[CH:24]=[CH:23][CH:22]=[CH:21][CH:20]=1)[C:13]1[CH:18]=[CH:17][CH:16]=[CH:15][CH:14]=1.CC(C)([O-])C.[Na+].[Cl-].[NH4+]. Given the product [C:12](=[N:25][C:2]1[C:10]2[O:9][CH:8]=[CH:7][C:6]=2[CH:5]=[C:4]([CH3:11])[CH:3]=1)([C:19]1[CH:20]=[CH:21][CH:22]=[CH:23][CH:24]=1)[C:13]1[CH:18]=[CH:17][CH:16]=[CH:15][CH:14]=1, predict the reactants needed to synthesize it. (2) Given the product [NH:23]1[C:24]2[C:20](=[CH:19][C:18]([NH:17][C:16]3[C:15]([C:27]#[N:28])=[CH:14][N:13]=[C:12]4[S:29][C:9]([C:5]5[CH:6]=[CH:7][CH:8]=[C:3]([CH2:1][N:34]6[CH2:35][CH2:36][N:31]([CH3:30])[CH2:32][CH2:33]6)[CH:4]=5)=[CH:10][C:11]=34)=[CH:26][CH:25]=2)[CH:21]=[CH:22]1, predict the reactants needed to synthesize it. The reactants are: [CH:1]([C:3]1[CH:4]=[C:5]([C:9]2[S:29][C:12]3=[N:13][CH:14]=[C:15]([C:27]#[N:28])[C:16]([NH:17][C:18]4[CH:19]=[C:20]5[C:24](=[CH:25][CH:26]=4)[NH:23][CH:22]=[CH:21]5)=[C:11]3[CH:10]=2)[CH:6]=[CH:7][CH:8]=1)=O.[CH3:30][N:31]1[CH2:36][CH2:35][NH:34][CH2:33][CH2:32]1.C(O[BH-](OC(=O)C)OC(=O)C)(=O)C.[Na+]. (3) Given the product [OH:1][C:2]1[C:7]([C:8]([F:10])([F:11])[F:9])=[N:6][N:5]([CH2:12][C:13]2[CH:14]=[CH:15][CH:16]=[CH:17][CH:18]=2)[C:4](=[O:19])[C:3]=1[C:20]([NH:54][CH2:29][C:39]([OH:41])=[O:40])=[O:21], predict the reactants needed to synthesize it. The reactants are: [OH:1][C:2]1[C:7]([C:8]([F:11])([F:10])[F:9])=[N:6][N:5]([CH2:12][C:13]2[CH:18]=[CH:17][CH:16]=[CH:15][CH:14]=2)[C:4](=[O:19])[C:3]=1[C:20](OCC)=[O:21].[H-].[Na+].OC1C(C(F)(F)F)=NNC(=O)[C:29]=1[C:39]([O:41]CC)=[O:40].C(Br)C1C=CC=CC=1.Cl.C[N:54](C)C=O. (4) Given the product [F:12][C:8]1([C:5]2[CH:6]=[CH:7][C:2]([B:18]3[O:22][C:21]([CH3:24])([CH3:23])[C:20]([CH3:26])([CH3:25])[O:19]3)=[CH:3][CH:4]=2)[CH2:11][O:10][CH2:9]1, predict the reactants needed to synthesize it. The reactants are: Br[C:2]1[CH:7]=[CH:6][C:5]([C:8]2([F:12])[CH2:11][O:10][CH2:9]2)=[CH:4][CH:3]=1.C([O-])(=O)C.[K+].[B:18]1([B:18]2[O:22][C:21]([CH3:24])([CH3:23])[C:20]([CH3:26])([CH3:25])[O:19]2)[O:22][C:21]([CH3:24])([CH3:23])[C:20]([CH3:26])([CH3:25])[O:19]1. (5) Given the product [Br:15][C:16]1[CH:17]=[C:18]([CH:22]=[C:23]([C:25]([F:28])([F:27])[F:26])[CH:24]=1)[C:19]([N:10]([CH2:9][C@H:8]([C:5]1[CH:4]=[CH:3][C:2]([F:1])=[CH:7][CH:6]=1)[CH2:12][CH:13]=[CH2:14])[CH3:11])=[O:21], predict the reactants needed to synthesize it. The reactants are: [F:1][C:2]1[CH:7]=[CH:6][C:5]([C@H:8]([CH2:12][CH:13]=[CH2:14])[CH2:9][NH:10][CH3:11])=[CH:4][CH:3]=1.[Br:15][C:16]1[CH:17]=[C:18]([CH:22]=[C:23]([C:25]([F:28])([F:27])[F:26])[CH:24]=1)[C:19]([OH:21])=O.CN(C(ON1N=NC2C=CC=CC1=2)=[N+](C)C)C.[B-](F)(F)(F)F.CCN(C(C)C)C(C)C.